Regression. Given a peptide amino acid sequence and an MHC pseudo amino acid sequence, predict their binding affinity value. This is MHC class I binding data. From a dataset of Peptide-MHC class I binding affinity with 185,985 pairs from IEDB/IMGT. The peptide sequence is KWKLQKIELP. The MHC is Mamu-B8301 with pseudo-sequence Mamu-B8301. The binding affinity (normalized) is 0.